From a dataset of Reaction yield outcomes from USPTO patents with 853,638 reactions. Predict the reaction yield, written as a fraction of the theoretical maximum amount of product (1.0 means a 100% yield; for example, 0.34 means a 34% yield). (1) The yield is 0.991. The reactants are [Cl:1][C:2]1[C:10]2[N:9]=[C:8]([NH:11][C:12]3[C:17]([CH3:18])=[CH:16][C:15]([Cl:19])=[CH:14][C:13]=3[O:20][CH3:21])[N:7]([CH2:22][C:23]([O:25]C(C)C)=[O:24])[C:6]=2[C:5]([CH:29]([CH2:32][CH3:33])[CH2:30][CH3:31])=[CH:4][CH:3]=1.[OH-].[Na+].O.Cl. The product is [Cl:1][C:2]1[C:10]2[N:9]=[C:8]([NH:11][C:12]3[C:17]([CH3:18])=[CH:16][C:15]([Cl:19])=[CH:14][C:13]=3[O:20][CH3:21])[N:7]([CH2:22][C:23]([OH:25])=[O:24])[C:6]=2[C:5]([CH:29]([CH2:32][CH3:33])[CH2:30][CH3:31])=[CH:4][CH:3]=1. The catalyst is CO. (2) The reactants are [CH3:1][N:2]1[CH2:11][CH2:10][C:9]2[NH:8][C:7](=O)[C:6]([C:13]#[N:14])=[CH:5][C:4]=2[CH2:3]1.P(Cl)(Cl)(Cl)(Cl)[Cl:16].O=P(Cl)(Cl)Cl.C([O-])(O)=O.[Na+]. No catalyst specified. The product is [Cl:16][C:7]1[C:6]([C:13]#[N:14])=[CH:5][C:4]2[CH2:3][N:2]([CH3:1])[CH2:11][CH2:10][C:9]=2[N:8]=1. The yield is 0.370. (3) The reactants are [C:1]([O:5][C:6](=[O:25])[CH2:7][CH:8]([NH:13][C:14](=[O:24])[C@@H:15]([N:17]1[CH:22]=[CH:21][CH:20]=[CH:19][C:18]1=[O:23])[CH3:16])[CH:9]([OH:12])[CH2:10][F:11])([CH3:4])([CH3:3])[CH3:2].CC(OI1(OC(C)=O)(OC(C)=O)OC(=O)C2C1=CC=CC=2)=O.C(=O)([O-])O.[Na+].S([O-])([O-])(=O)=S.[Na+].[Na+]. The catalyst is C(Cl)Cl.C(OCC)(=O)C. The product is [C:1]([O:5][C:6](=[O:25])[CH2:7][CH:8]([NH:13][C:14](=[O:24])[C@@H:15]([N:17]1[CH:22]=[CH:21][CH:20]=[CH:19][C:18]1=[O:23])[CH3:16])[C:9](=[O:12])[CH2:10][F:11])([CH3:2])([CH3:3])[CH3:4]. The yield is 0.930. (4) The yield is 0.990. The catalyst is CN(C=O)C. The product is [CH3:7][C:6]1[CH:10]=[C:2]([Br:1])[CH:3]=[C:4]([N+:12]([O-:14])=[O:13])[C:5]=1[CH3:11]. The reactants are [Br:1][C:2]1[CH:3]=[C:4]([N+:12]([O-:14])=[O:13])[C:5]([CH3:11])=[C:6]([CH:10]=1)[C:7](O)=O.C(=O)([O-])[O-].[Na+].[Na+].CI. (5) The reactants are [O-]CC.[Na+].[Na].[Br:6][C:7]1[CH:8]=[C:9]([CH2:13][C:14]#[N:15])[CH:10]=[CH:11][CH:12]=1.[N:16](OCCC(C)C)=[O:17]. The catalyst is C(O)C.C(OCC)(=O)C.CCCCCC.C(OCC)C. The product is [Br:6][C:7]1[CH:8]=[C:9]([C:13](=[N:16][OH:17])[C:14]#[N:15])[CH:10]=[CH:11][CH:12]=1. The yield is 0.970. (6) The reactants are [I:1]I.[Cl:3][C:4]1[N:9]=[C:8]([C:10]#[C:11][C:12]2[CH:17]=[CH:16][C:15]([C:18]3([NH:22][C:23](=[O:29])[O:24][C:25]([CH3:28])([CH3:27])[CH3:26])[CH2:21][CH2:20][CH2:19]3)=[CH:14][CH:13]=2)[C:7](=[O:30])[N:6](CC2C=CC(OC)=CC=2)[CH:5]=1. The catalyst is C(Cl)Cl. The product is [Cl:3][C:4]1[N:9]=[C:8]2[C:10]([I:1])=[C:11]([C:12]3[CH:17]=[CH:16][C:15]([C:18]4([NH:22][C:23](=[O:29])[O:24][C:25]([CH3:27])([CH3:26])[CH3:28])[CH2:19][CH2:20][CH2:21]4)=[CH:14][CH:13]=3)[O:30][C:7]2=[N:6][CH:5]=1. The yield is 0.610. (7) The reactants are [Cl:1]C(C=O)C(OCC)=O.BrC1C=C(Cl)N=NC=1N.Br[C:20]1[C:21]2[N:22]([C:27]([C:30]([O:32][CH2:33][CH3:34])=[O:31])=[CH:28][N:29]=2)[N:23]=[C:24]([Cl:26])[CH:25]=1. No catalyst specified. The product is [Cl:26][C:24]1[CH:25]=[C:20]([Cl:1])[C:21]2[N:22]([C:27]([C:30]([O:32][CH2:33][CH3:34])=[O:31])=[CH:28][N:29]=2)[N:23]=1. The yield is 0.290.